This data is from Forward reaction prediction with 1.9M reactions from USPTO patents (1976-2016). The task is: Predict the product of the given reaction. (1) Given the reactants Cl[C:2]1[N:7]([CH3:8])[C:6](=[O:9])[C:5]([C:10]2[CH:15]=[CH:14][C:13]([O:16][C:17]3[C:26]4[C:21](=[CH:22][C:23]([O:29][CH3:30])=[C:24]([O:27][CH3:28])[CH:25]=4)[N:20]=[CH:19][CH:18]=3)=[C:12]([F:31])[CH:11]=2)=[CH:4][N:3]=1.[F:32][C:33]1[CH:34]=[C:35]([CH:37]=[CH:38][CH:39]=1)[NH2:36], predict the reaction product. The product is: [CH3:28][O:27][C:24]1[CH:25]=[C:26]2[C:21](=[CH:22][C:23]=1[O:29][CH3:30])[N:20]=[CH:19][CH:18]=[C:17]2[O:16][C:13]1[CH:14]=[CH:15][C:10]([C:5]2[C:6](=[O:9])[N:7]([CH3:8])[C:2]([NH:36][C:35]3[CH:37]=[CH:38][CH:39]=[C:33]([F:32])[CH:34]=3)=[N:3][CH:4]=2)=[CH:11][C:12]=1[F:31]. (2) Given the reactants [CH3:1][S:2](Cl)(=[O:4])=[O:3].[Cl:6][C:7]1[CH:8]=[CH:9][C:10]([S:37]([CH2:40][CH3:41])(=[O:39])=[O:38])=[C:11]([CH:36]=1)[CH2:12][N:13]1[C:22](=[O:23])[C:21]2[C:16](=[CH:17][C:18]([CH2:28][N:29]3[CH2:34][CH2:33][NH:32][CH2:31][CH2:30]3)=[C:19]([C:24]([F:27])([F:26])[F:25])[CH:20]=2)[NH:15][C:14]1=[O:35], predict the reaction product. The product is: [Cl:6][C:7]1[CH:8]=[CH:9][C:10]([S:37]([CH2:40][CH3:41])(=[O:38])=[O:39])=[C:11]([CH:36]=1)[CH2:12][N:13]1[C:22](=[O:23])[C:21]2[C:16](=[CH:17][C:18]([CH2:28][N:29]3[CH2:34][CH2:33][N:32]([S:2]([CH3:1])(=[O:4])=[O:3])[CH2:31][CH2:30]3)=[C:19]([C:24]([F:27])([F:25])[F:26])[CH:20]=2)[NH:15][C:14]1=[O:35]. (3) Given the reactants [Cl:1][C:2]1[C:9]([Cl:10])=[C:8]([C:11]2[C:20]3[C:15](=[CH:16][CH:17]=[CH:18][CH:19]=3)[CH:14]=[CH:13][CH:12]=2)[CH:7]=[CH:6][C:3]=1[CH:4]=O.[CH2:21]([NH2:28])[C:22]1[CH:27]=[CH:26][CH:25]=[CH:24][CH:23]=1.C(O)(=O)C.C(O[BH-](OC(=O)C)OC(=O)C)(=O)C.[Na+].C([O-])(O)=O.[Na+], predict the reaction product. The product is: [CH2:21]([NH:28][CH2:4][C:3]1[CH:6]=[CH:7][C:8]([C:11]2[C:20]3[C:15](=[CH:16][CH:17]=[CH:18][CH:19]=3)[CH:14]=[CH:13][CH:12]=2)=[C:9]([Cl:10])[C:2]=1[Cl:1])[C:22]1[CH:27]=[CH:26][CH:25]=[CH:24][CH:23]=1. (4) Given the reactants [CH2:1]([O:3][C:4](=[O:19])[C:5]([CH2:15][CH2:16][CH:17]=[CH2:18])([C:10]1[S:11][CH:12]=[CH:13][CH:14]=1)[CH2:6][CH2:7]C=C)[CH3:2], predict the reaction product. The product is: [CH2:1]([O:3][C:4]([C:5]1([C:10]2[S:11][CH:12]=[CH:13][CH:14]=2)[CH2:6][CH2:7][CH:18]=[CH:17][CH2:16][CH2:15]1)=[O:19])[CH3:2].